The task is: Predict the product of the given reaction.. This data is from Forward reaction prediction with 1.9M reactions from USPTO patents (1976-2016). (1) Given the reactants [CH3:1][O:2][C:3](=[O:13])[CH2:4][CH2:5][CH2:6][CH2:7][CH2:8][CH2:9][CH:10]=[CH:11][CH3:12], predict the reaction product. The product is: [C:3]([O:2][CH3:1])(=[O:13])[CH2:4][CH2:5][CH2:6][CH2:7][CH2:8][CH2:12][CH:11]=[CH:10][CH2:9][CH2:8][CH2:7][CH2:6][CH2:5][CH2:4][C:3]([O:2][CH3:1])=[O:13].[CH3:3][CH:4]=[CH:5][CH3:6].[CH3:1][O:2][C:3](=[O:13])[CH2:4][CH2:5][CH2:6][CH2:7][CH2:8][CH2:9][CH:10]=[CH:11][CH3:12]. (2) The product is: [C:26]([O:1][CH2:2][CH2:3][O:4][C:5]1[CH:10]=[CH:9][C:8]([C:11](=[O:12])[C:13]2[CH:18]=[CH:17][CH:16]=[CH:15][CH:14]=2)=[CH:7][CH:6]=1)(=[O:31])[C:27]([CH3:30])([CH3:29])[CH3:28]. Given the reactants [OH:1][CH2:2][CH2:3][O:4][C:5]1[CH:10]=[CH:9][C:8]([C:11]([C:13]2[CH:18]=[CH:17][CH:16]=[CH:15][CH:14]=2)=[O:12])=[CH:7][CH:6]=1.C(N(CC)CC)C.[C:26](Cl)(=[O:31])[C:27]([CH3:30])([CH3:29])[CH3:28], predict the reaction product. (3) Given the reactants [Br:1][C:2]1[N:6]([CH2:7][O:8][CH2:9][CH2:10][Si:11]([CH3:14])([CH3:13])[CH3:12])[C:5]([C:15]([O:17]CC)=[O:16])=[N:4][CH:3]=1.[Li+].[OH-], predict the reaction product. The product is: [Br:1][C:2]1[N:6]([CH2:7][O:8][CH2:9][CH2:10][Si:11]([CH3:13])([CH3:14])[CH3:12])[C:5]([C:15]([OH:17])=[O:16])=[N:4][CH:3]=1.